From a dataset of Experimentally validated miRNA-target interactions with 360,000+ pairs, plus equal number of negative samples. Binary Classification. Given a miRNA mature sequence and a target amino acid sequence, predict their likelihood of interaction. (1) The miRNA is mmu-miR-3113-5p with sequence GUCCUGGCCCUGGUCCGGGUCC. The protein sequence of the target gene is MEASPGDEFEHSPQERDGPEIKEEEQLAPTLQVGNTSLKPDGIQCWDDLWDRREGLGKRQPRDPVPRILGEPRWGQGSNDRAAVCGECGKSFRQMSDLVKHQRTHTGEKPYKCGVCGKGFGDSSARIKHQRTHTGEKAYRVRPPAPGPPKMPRSRIPAGERPTICGECGKSFRQSSDLVKHQRTHTGEKPYKCGICGKGFGDSSARIKHQRTHRGDQLPRPVVPRRQPSPAAPAAPHRPKAQDKPYICTDCGKRFVLSCSLLSHQRSHLGPKPFGCDVCGKEFARGSDLVKHLRVHTGEK.... Result: 0 (no interaction). (2) The miRNA is hsa-miR-5706 with sequence UUCUGGAUAACAUGCUGAAGCU. The protein sequence of the target gene is MTRQAGSSWLLRGLLLFALFASGVAPFNWDLPEPRSRASKIRVHPRGNLWATGHFMGKKSLEPPSLSLVGTAPPNTPRDQRLQLSHDLLRILLRKKALGMNFSGPAPPIQYRRLLEPLLQK. Result: 0 (no interaction). (3) The miRNA is hsa-miR-4535 with sequence GUGGACCUGGCUGGGAC. The protein sequence of the target gene is MAPEEDAGGEALGGSFWEAGNYRRTVQRVEDGHRLCGDLVSCFQERARIEKAYAQQLADWARKWRGTVEKGPQYGTLEKAWHAFFTAAERLSALHLEVREKLQGQDSERVRAWQRGAFHRPVLGGFRESRAAEDGFRKAQKPWLKRLKEVEASKKSYHAARKDEKTAQTRESHAKADSAVSQEQLRKLQERVERCAKEAEKTKAQYEQTLAELHRYTPRYMEDMEQAFETCQAAERQRLLFFKDMLLTLHQHLDLSSSEKFHELHRDLHQGIEAASDEEDLRWWRSTHGPGMAMNWPQFE.... Result: 0 (no interaction). (4) The miRNA is mmu-miR-381-3p with sequence UAUACAAGGGCAAGCUCUCUGU. The protein sequence of the target gene is MDEGIPHLQERQLLEHRDFIGLDYSSLYMCKPKRSMKRDDTKDTYKLPHRLIEKKRRDRINECIAQLKDLLPEHLKLTTLGHLEKAVVLELTLKHLKALTALTEQQHQKIIALQNGERSLKSPIQSDLDAFHSGFQTCAKEVLQYLSRFESWTPREPRCVQLINHLHAVATQFLPTPQLLTQQVPLSKGTGAPSAAGSAAAPCLERAGQKLEPLAYCVPVIQRTQPSAELAAENDTDTDSGYGGEAEARPDREKGKGAGASRVTIKQEPPGEDSPAPKRMKLDSRGGGSGGGPGGGAAAA.... Result: 0 (no interaction). (5) The miRNA is hsa-miR-3156-3p with sequence CUCCCACUUCCAGAUCUUUCU. The protein sequence of the target gene is MSKMKMLPVQLSLNSLNPGIWSDVLWRCPPAPSSQLAELKTQLPPSLPSDPRLWSREDVLVFLRFCVREFDLPKLDFDLFQMNGKALCLLTRADFGHRCPGAGDVLHNVLQMLIIESHMMQWHLPNSPVTPTSRYPLSPHSHPPTPTWPPLNAPPENSPFHSSAHSLAGHHFMAPNSVTLSPPPSVDSQASSPPQAPYQNGGATGAAPGSAGGSAPAAGGATNTSNPTSSSASSTGSNGSQPNIMPMKGISSASSNHSDSEEEYSETSGGVSKMPPAPLSYSTASPPGTPILKDIKPNWT.... Result: 0 (no interaction). (6) The miRNA is mmu-miR-344d-3p with sequence GAUAUAACCACUGCCAGACUGA. The protein sequence of the target gene is MMDFDERGPCSSNMYLPSCTYYVSGPDFSSLPSFLPQTPSSRPMTYSYSSNLPQVQPVREVTFREYAIEPATKWHPRGNLAHCYSAEELVHRDCLQAPSAAGVPGDVLAKSSANVYHHPTPAVSSNFYSTVGRNGVLPQAFDQFFETAYGTPENLASSDYPGDKNAEKGPQAAAATSAAAVAAAATGAPATSSSDGGGGGGCQEAAAEEKERRRRPESSSSPESSSGHTEDKAGGSGGQRTRKKRCPYTKYQIRELEREFFFSVYINKEKRLQLSRMLNLTDRQVKIWFQNRRMKEKKIN.... Result: 1 (interaction). (7) The miRNA is hsa-miR-200c-5p with sequence CGUCUUACCCAGCAGUGUUUGG. The protein sequence of the target gene is MYSSPLCLTQDEFHPFIEALLPHVRAFAYTWFNLQARKRKYFKKHEKRMSKDEERAVKDELLGEKAEVKQKWASRLLAKLRKDIRPECREDFVLAVTGKKAPGCVLSNPDQKGKMRRIDCLRQADKVWRLDLVMVILFKGIPLESTDGERLVKAAACAHPVLCVQPHHIGVAVKELDLYLAYFVRERDAEQSSSPRTGVGSDQEDSKPITLDTTDFQESFVTSGVFSVTELIQVSRTPVVTGTGPNFSLGELQGHLAYDLNPASAGMRRTLPSTSSSGSKRHKSGSMEEDVDTSPGGDYY.... Result: 0 (no interaction). (8) The miRNA is hsa-miR-1252-5p with sequence AGAAGGAAAUUGAAUUCAUUUA. The protein sequence of the target gene is METPPLPPACTKQGHQKPLDSKDENPEKHCPLTVNPWHMKKAFKVMNELRSQNLLCDVTIVAEDMEIPAHRVVLAACSPYFHAMFTGEMSESRAKRVRIKEVDGWTLRMLVDYVYTAEIQVTEENVQVLLPAAGLLQLQDVKKTCCEFLESQLHPVNCLGIRAFADMHACTDLLNKANTYAEQHFADVVLSEEFLNLGIEQVCSLISSDKLTISSEEKVFEAVIAWVNHDKDVRQEFMARLMEHVRLPLLPREYLVQRVEEEALVKNSSACKDYLIEAMKYHLLPTEQRMLMKSVRTRLR.... Result: 0 (no interaction).